This data is from Catalyst prediction with 721,799 reactions and 888 catalyst types from USPTO. The task is: Predict which catalyst facilitates the given reaction. (1) Reactant: FC(F)(F)C(O)=O.FC(F)(F)C(O)=O.[NH:15]1[CH2:20][CH2:19][CH2:18][CH:17]([C:21]([N:23]2[CH2:27][CH2:26][CH:25]([C:28]3[CH:29]=[N:30][CH:31]=[CH:32][CH:33]=3)[CH2:24]2)=[O:22])[CH2:16]1.[N+:34]([C:37]1[CH:42]=[CH:41][CH:40]=[CH:39][C:38]=1[S:43](Cl)(=[O:45])=[O:44])([O-:36])=[O:35].C(N(CC)CC)C. Product: [N+:34]([C:37]1[CH:42]=[CH:41][CH:40]=[CH:39][C:38]=1[S:43]([N:15]1[CH2:20][CH2:19][CH2:18][CH:17]([C:21]([N:23]2[CH2:27][CH2:26][CH:25]([C:28]3[CH:29]=[N:30][CH:31]=[CH:32][CH:33]=3)[CH2:24]2)=[O:22])[CH2:16]1)(=[O:45])=[O:44])([O-:36])=[O:35]. The catalyst class is: 10. (2) Reactant: [CH3:1][O:2][C:3](=[O:12])[CH2:4][C:5]1[CH:10]=[CH:9][CH:8]=[C:7](Br)[CH:6]=1.[CH:13]([C:15]1[CH:16]=[C:17](B(O)O)[CH:18]=[CH:19][CH:20]=1)=[O:14].C(=O)([O-])[O-].[K+].[K+]. Product: [CH3:1][O:2][C:3](=[O:12])[CH2:4][C:5]1[CH:6]=[C:7]([C:19]2[CH:18]=[CH:17][CH:16]=[C:15]([CH:13]=[O:14])[CH:20]=2)[CH:8]=[CH:9][CH:10]=1. The catalyst class is: 224. (3) Reactant: [NH2:1][C:2]1[C:11]2[N:12]=[C:13]([CH2:20][O:21][CH2:22][CH3:23])[N:14]([CH2:15][C:16]([OH:19])([CH3:18])[CH3:17])[C:10]=2[C:9]2[CH:8]=[CH:7][C:6]([OH:24])=[CH:5][C:4]=2[N:3]=1.Br[CH2:26][C:27]([N:29]1[CH2:34][CH2:33][O:32][CH2:31][CH2:30]1)=[O:28].C(=O)([O-])[O-].[Cs+].[Cs+].O. Product: [NH2:1][C:2]1[C:11]2[N:12]=[C:13]([CH2:20][O:21][CH2:22][CH3:23])[N:14]([CH2:15][C:16]([CH3:18])([OH:19])[CH3:17])[C:10]=2[C:9]2[CH:8]=[CH:7][C:6]([O:24][CH2:26][C:27]([N:29]3[CH2:34][CH2:33][O:32][CH2:31][CH2:30]3)=[O:28])=[CH:5][C:4]=2[N:3]=1. The catalyst class is: 618.